Dataset: Forward reaction prediction with 1.9M reactions from USPTO patents (1976-2016). Task: Predict the product of the given reaction. (1) Given the reactants [Cl:1][C:2]1[CH:3]=[C:4]([NH:16][C:17]2[C:18]3[N:25]([CH2:26][CH2:27][NH:28]C(=O)OC(C)(C)C)[CH:24]=[CH:23][C:19]=3[N:20]=[CH:21][N:22]=2)[CH:5]=[CH:6][C:7]=1[O:8][C:9]1[CH:14]=[CH:13][CH:12]=[C:11]([Cl:15])[CH:10]=1.[ClH:36], predict the reaction product. The product is: [ClH:1].[ClH:36].[NH2:28][CH2:27][CH2:26][N:25]1[C:18]2[C:17]([NH:16][C:4]3[CH:5]=[CH:6][C:7]([O:8][C:9]4[CH:14]=[CH:13][CH:12]=[C:11]([Cl:15])[CH:10]=4)=[C:2]([Cl:1])[CH:3]=3)=[N:22][CH:21]=[N:20][C:19]=2[CH:23]=[CH:24]1. (2) Given the reactants [NH2:1][C:2]1[CH:3]=[CH:4][C:5]2[CH2:11][CH2:10][CH2:9][C:8]([C:12](OC)=[O:13])=[C:7]([CH3:16])[C:6]=2[CH:17]=1.[H-].[H-].[H-].[H-].[Li+].[Al+3], predict the reaction product. The product is: [NH2:1][C:2]1[CH:3]=[CH:4][C:5]2[CH2:11][CH2:10][CH2:9][C:8]([CH2:12][OH:13])=[C:7]([CH3:16])[C:6]=2[CH:17]=1. (3) Given the reactants [Cl:1][C:2]1[CH:25]=[CH:24][C:5]([CH2:6][N:7]2[C:15]3[C:10](=[CH:11][C:12](/[CH:16]=[C:17]4/[C:18](=[O:23])[NH:19][C:20](=[O:22])[S:21]/4)=[CH:13][CH:14]=3)[CH:9]=[N:8]2)=[C:4]([C:26]([F:29])([F:28])[F:27])[CH:3]=1.Br[CH2:31][CH2:32]Cl.Cl.[F:35][C:36]1([F:41])[CH2:40][CH2:39][NH:38][CH2:37]1, predict the reaction product. The product is: [Cl:1][C:2]1[CH:25]=[CH:24][C:5]([CH2:6][N:7]2[C:15]3[C:10](=[CH:11][C:12](/[CH:16]=[C:17]4/[C:18](=[O:23])[N:19]([CH2:40][CH2:39][N:38]5[CH2:32][CH2:31][C:36]([F:41])([F:35])[CH2:37]5)[C:20](=[O:22])[S:21]/4)=[CH:13][CH:14]=3)[CH:9]=[N:8]2)=[C:4]([C:26]([F:27])([F:29])[F:28])[CH:3]=1. (4) Given the reactants [CH3:1][C:2]1([CH3:10])[O:6][C@@H:5]([C:7]([O-:9])=[O:8])[CH2:4][O:3]1.[Na+].OP(O)(O)=O.[Na+].[Cl-], predict the reaction product. The product is: [CH3:1][C:2]1([CH3:10])[O:6][C@@H:5]([C:7]([OH:9])=[O:8])[CH2:4][O:3]1.